Dataset: Forward reaction prediction with 1.9M reactions from USPTO patents (1976-2016). Task: Predict the product of the given reaction. Given the reactants [C:1]([O:5][C:6]([NH:8][C@@H:9]1[CH2:14][CH2:13][CH2:12][CH2:11][C@@H:10]1[NH:15][C:16]1[C:25]2[C:20](=[CH:21][CH:22]=[C:23]([O:26][CH3:27])[CH:24]=2)[N:19]=[C:18]([C:28]([O:30]CC)=[O:29])[N:17]=1)=[O:7])([CH3:4])([CH3:3])[CH3:2].[OH-].[Na+].S([O-])(O)(=O)=O.[K+], predict the reaction product. The product is: [C:1]([O:5][C:6]([NH:8][C@@H:9]1[CH2:14][CH2:13][CH2:12][CH2:11][C@@H:10]1[NH:15][C:16]1[C:25]2[C:20](=[CH:21][CH:22]=[C:23]([O:26][CH3:27])[CH:24]=2)[N:19]=[C:18]([C:28]([OH:30])=[O:29])[N:17]=1)=[O:7])([CH3:4])([CH3:2])[CH3:3].